Dataset: Catalyst prediction with 721,799 reactions and 888 catalyst types from USPTO. Task: Predict which catalyst facilitates the given reaction. (1) Reactant: [CH3:1][O:2][C:3]1[N:8]=[C:7]([C:9]([OH:11])=O)[CH:6]=[CH:5][CH:4]=1.CN(C(ON1N=NC2C=CC=CC1=2)=[N+](C)C)C.[B-](F)(F)(F)F.CCN(C(C)C)C(C)C.FC(F)(F)C(O)=O.[CH2:50]([O:57][C:58]([N:60]1[CH2:65][CH2:64][NH:63][CH2:62][C:61]1([CH3:67])[CH3:66])=[O:59])[C:51]1[CH:56]=[CH:55][CH:54]=[CH:53][CH:52]=1. Product: [CH2:50]([O:57][C:58]([N:60]1[CH2:65][CH2:64][N:63]([C:9]([C:7]2[CH:6]=[CH:5][CH:4]=[C:3]([O:2][CH3:1])[N:8]=2)=[O:11])[CH2:62][C:61]1([CH3:67])[CH3:66])=[O:59])[C:51]1[CH:52]=[CH:53][CH:54]=[CH:55][CH:56]=1. The catalyst class is: 2. (2) Reactant: Br[C:2]1[CH:3]=[CH:4][C:5]([N:8]2[CH2:13][CH2:12][N:11]([C:14]([O:16][C:17]([CH3:20])([CH3:19])[CH3:18])=[O:15])[CH2:10][CH2:9]2)=[N:6][CH:7]=1.[C:21]1(B(O)O)[CH:26]=[CH:25][CH:24]=[CH:23][CH:22]=1.C(O)C.C(=O)([O-])[O-].[Na+].[Na+]. Product: [C:21]1([C:2]2[CH:3]=[CH:4][C:5]([N:8]3[CH2:13][CH2:12][N:11]([C:14]([O:16][C:17]([CH3:20])([CH3:19])[CH3:18])=[O:15])[CH2:10][CH2:9]3)=[N:6][CH:7]=2)[CH:26]=[CH:25][CH:24]=[CH:23][CH:22]=1. The catalyst class is: 206. (3) Reactant: N1CCC([O:7][C:8](=[O:22])[NH:9][C:10]2[CH:15]=[CH:14][CH:13]=[CH:12][C:11]=2[C:16]2[CH:21]=[CH:20][CH:19]=[CH:18][CH:17]=2)CC1.O1CCOC1C1C(C)=CC(NC(=O)C=C)=C(C)C=1.C(O)C.Cl. Product: [C:11]1([C:16]2[CH:21]=[CH:20][CH:19]=[CH:18][CH:17]=2)[CH:12]=[CH:13][CH:14]=[CH:15][C:10]=1[NH:9][C:8](=[O:7])[OH:22]. The catalyst class is: 4. (4) Reactant: [C:1]1([OH:7])[CH:6]=[CH:5][CH:4]=[CH:3][CH:2]=1.[H-].[Na+].[C:10]([O:14][C:15]([N:17]1[CH2:22][CH2:21][CH:20]([N:23]2[C:27]([C:28]3[CH:33]=[CH:32][N:31]=[C:30](S(C)(=O)=O)[N:29]=3)=[C:26]([C:38]3[CH:43]=[CH:42][C:41]([F:44])=[CH:40][CH:39]=3)[C:25](=[O:45])[N:24]2[CH3:46])[CH2:19][CH2:18]1)=[O:16])([CH3:13])([CH3:12])[CH3:11]. Product: [C:10]([O:14][C:15]([N:17]1[CH2:22][CH2:21][CH:20]([N:23]2[C:27]([C:28]3[CH:33]=[CH:32][N:31]=[C:30]([O:7][C:1]4[CH:6]=[CH:5][CH:4]=[CH:3][CH:2]=4)[N:29]=3)=[C:26]([C:38]3[CH:39]=[CH:40][C:41]([F:44])=[CH:42][CH:43]=3)[C:25](=[O:45])[N:24]2[CH3:46])[CH2:19][CH2:18]1)=[O:16])([CH3:13])([CH3:12])[CH3:11]. The catalyst class is: 1. (5) Reactant: [N+:1]([C:4]1[CH:5]=[C:6]2[C:10](=[CH:11][CH:12]=1)[CH2:9][C:8]1([C:16](=[O:17])[NH:15][C:14](=[O:18])[NH:13]1)[CH2:7]2)([O-])=O. Product: [NH2:1][C:4]1[CH:5]=[C:6]2[C:10](=[CH:11][CH:12]=1)[CH2:9][C:8]1([C:16](=[O:17])[NH:15][C:14](=[O:18])[NH:13]1)[CH2:7]2. The catalyst class is: 582. (6) Reactant: [S:1]1[C:9]2[C:4](=[N:5][CH:6]=[CH:7][N:8]=2)[NH:3][C:2]1=S.S(Cl)([Cl:14])(=O)=O.O.[OH-].[Na+]. Product: [Cl:14][C:2]1[S:1][C:9]2[C:4]([N:3]=1)=[N:5][CH:6]=[CH:7][N:8]=2. The catalyst class is: 2. (7) Reactant: [C:1]([C:5]1[CH:9]=[C:8]([CH2:10][NH:11][C:12](=[O:18])[O:13][C:14]([CH3:17])([CH3:16])[CH3:15])[NH:7][N:6]=1)([CH3:4])([CH3:3])[CH3:2].[F:19][C:20]([F:32])([F:31])[O:21][C:22]1[CH:23]=[C:24](B(O)O)[CH:25]=[CH:26][CH:27]=1.N1C=CC=CC=1. Product: [C:1]([C:5]1[CH:9]=[C:8]([CH2:10][NH:11][C:12](=[O:18])[O:13][C:14]([CH3:17])([CH3:16])[CH3:15])[N:7]([C:24]2[CH:25]=[CH:26][CH:27]=[C:22]([O:21][C:20]([F:19])([F:31])[F:32])[CH:23]=2)[N:6]=1)([CH3:4])([CH3:2])[CH3:3]. The catalyst class is: 221. (8) The catalyst class is: 360. Reactant: [Br:1][C:2]1[CH:3]=[C:4]([C:8]2[CH:16]=[CH:15][CH:14]=[C:13]3[C:9]=2[CH2:10][C:11](=[O:17])[NH:12]3)[CH:5]=[CH:6][CH:7]=1.[CH2:18]([N:20]([CH2:34][CH3:35])[CH2:21][CH2:22][NH:23][C:24]([C:26]1[NH:27][C:28]([CH:32]=O)=[C:29]([CH3:31])[CH:30]=1)=[O:25])[CH3:19]. Product: [CH2:34]([N:20]([CH2:18][CH3:19])[CH2:21][CH2:22][NH:23][C:24]([C:26]1[NH:27][C:28]([CH:32]=[C:10]2[C:9]3[C:13](=[CH:14][CH:15]=[CH:16][C:8]=3[C:4]3[CH:5]=[CH:6][CH:7]=[C:2]([Br:1])[CH:3]=3)[NH:12][C:11]2=[O:17])=[C:29]([CH3:31])[CH:30]=1)=[O:25])[CH3:35].